Dataset: Reaction yield outcomes from USPTO patents with 853,638 reactions. Task: Predict the reaction yield, written as a fraction of the theoretical maximum amount of product (1.0 means a 100% yield; for example, 0.34 means a 34% yield). (1) The reactants are [CH2:1]([O:3][C:4]1[CH:9]=[CH:8][CH:7]=[C:6](F)[CH:5]=1)[CH3:2].C[Si]([N-][Si](C)(C)C)(C)C.[K+].[C:21](#[N:25])[CH:22]([CH3:24])[CH3:23]. The catalyst is C1(C)C=CC=CC=1.C(OCC)(=O)C.Cl. The product is [CH2:1]([O:3][C:4]1[CH:5]=[C:6]([C:22]([CH3:24])([CH3:23])[C:21]#[N:25])[CH:7]=[CH:8][CH:9]=1)[CH3:2]. The yield is 0.800. (2) The reactants are [NH:1]1[C:9]2[C:4](=[CH:5][CH:6]=[CH:7][CH:8]=2)[C:3]([C:10]2[N:14]([CH3:15])[N:13]=[C:12]([CH3:16])[C:11]=2[CH:17]=[O:18])=[CH:2]1.[H-].[Na+].[CH3:21]I.Cl. The catalyst is CN(C)C=O. The product is [CH3:15][N:14]1[C:10]([C:3]2[C:4]3[C:9](=[CH:8][CH:7]=[CH:6][CH:5]=3)[N:1]([CH3:21])[CH:2]=2)=[C:11]([CH:17]=[O:18])[C:12]([CH3:16])=[N:13]1. The yield is 0.770. (3) The reactants are Cl[C:2]1[N:7]=[C:6]([O:8][C:9]2[CH:29]=[CH:28][CH:27]=[CH:26][C:10]=2[CH2:11][NH:12][C:13]([NH:15][C:16]2[O:17][C:18]([C:22]([OH:25])([CH3:24])[CH3:23])=[C:19]([CH3:21])[N:20]=2)=[O:14])[CH:5]=[CH:4][N:3]=1.[NH:30]1[CH2:35][CH2:34][O:33][CH2:32][CH2:31]1. The catalyst is C(O)C. The product is [O:33]1[CH2:34][CH2:35][N:30]([C:2]2[N:7]=[C:6]([O:8][C:9]3[CH:29]=[CH:28][CH:27]=[CH:26][C:10]=3[CH2:11][NH:12][C:13]([NH:15][C:16]3[O:17][C:18]([C:22]([OH:25])([CH3:23])[CH3:24])=[C:19]([CH3:21])[N:20]=3)=[O:14])[CH:5]=[CH:4][N:3]=2)[CH2:31][CH2:32]1. The yield is 0.910. (4) The reactants are [CH2:1]([O:8][C:9]1[C:10](I)=[N:11][C:12]([Cl:15])=[CH:13][CH:14]=1)[C:2]1[CH:7]=[CH:6][CH:5]=[CH:4][CH:3]=1.C([Mg]Br)(C)C.[CH:22](=[O:24])[CH3:23].[Cl-].[NH4+]. The catalyst is O1CCCC1. The product is [CH2:1]([O:8][C:9]1[C:10]([CH:22]([OH:24])[CH3:23])=[N:11][C:12]([Cl:15])=[CH:13][CH:14]=1)[C:2]1[CH:7]=[CH:6][CH:5]=[CH:4][CH:3]=1. The yield is 0.520.